This data is from Catalyst prediction with 721,799 reactions and 888 catalyst types from USPTO. The task is: Predict which catalyst facilitates the given reaction. Reactant: [CH2:1]([N:3]1[C:12]2[C:7](=[CH:8][C:9]([NH:14][C:15]3([C:21]#[CH:22])[CH2:20][CH2:19][CH2:18][CH2:17][CH2:16]3)=[C:10]([CH3:13])[N:11]=2)[C:6](=[O:23])[C:5]([C:24]([O:26]CC)=[O:25])=[CH:4]1)[CH3:2].[OH-].[Na+].C(#N)C. Product: [CH2:1]([N:3]1[C:12]2[C:7](=[CH:8][C:9]([NH:14][C:15]3([C:21]#[CH:22])[CH2:20][CH2:19][CH2:18][CH2:17][CH2:16]3)=[C:10]([CH3:13])[N:11]=2)[C:6](=[O:23])[C:5]([C:24]([OH:26])=[O:25])=[CH:4]1)[CH3:2]. The catalyst class is: 38.